Dataset: Catalyst prediction with 721,799 reactions and 888 catalyst types from USPTO. Task: Predict which catalyst facilitates the given reaction. (1) Reactant: [CH3:1][C:2]1[CH:11]=[CH:10][C:9]2[C:4](=[CH:5][CH:6]=[CH:7][C:8]=2[N:12]2[CH2:17][CH2:16][NH:15][CH2:14][CH2:13]2)[N:3]=1.[Br:18][C:19]1[C:20]([OH:29])=[C:21]([CH2:26][CH:27]=O)[C:22]([F:25])=[CH:23][CH:24]=1.[O-]S([O-])(=O)=O.[Na+].[Na+].C(O[BH-](OC(=O)C)OC(=O)C)(=O)C.[Na+].[NH4+].[Cl-]. Product: [Br:18][C:19]1[C:20]([OH:29])=[C:21]([CH2:26][CH2:27][N:15]2[CH2:16][CH2:17][N:12]([C:8]3[CH:7]=[CH:6][CH:5]=[C:4]4[C:9]=3[CH:10]=[CH:11][C:2]([CH3:1])=[N:3]4)[CH2:13][CH2:14]2)[C:22]([F:25])=[CH:23][CH:24]=1. The catalyst class is: 2. (2) Reactant: [F:1][C:2]1[CH:7]=[CH:6][C:5]([CH:8]([N:32]2[CH2:37][CH2:36][N:35]([CH:38]([CH3:40])[CH3:39])[CH2:34][CH2:33]2)[CH2:9][N:10]2[CH2:15][CH2:14][N:13]([C:16](=O)[CH2:17][CH2:18][C:19]3[CH:24]=[CH:23][CH:22]=[CH:21][C:20]=3[C:25]3[CH:30]=[CH:29][CH:28]=[CH:27][CH:26]=3)[CH2:12][CH2:11]2)=[CH:4][CH:3]=1.[H-].[Al+3].[Li+].[H-].[H-].[H-].N. Product: [F:1][C:2]1[CH:3]=[CH:4][C:5]([CH:8]([N:32]2[CH2:33][CH2:34][N:35]([CH:38]([CH3:40])[CH3:39])[CH2:36][CH2:37]2)[CH2:9][N:10]2[CH2:15][CH2:14][N:13]([CH2:16][CH2:17][CH2:18][C:19]3[CH:24]=[CH:23][CH:22]=[CH:21][C:20]=3[C:25]3[CH:26]=[CH:27][CH:28]=[CH:29][CH:30]=3)[CH2:12][CH2:11]2)=[CH:6][CH:7]=1. The catalyst class is: 7. (3) Reactant: Cl.[N+:2]([C:5]1[CH:10]=[CH:9][C:8]([C@H:11]([NH2:13])[CH3:12])=[CH:7][CH:6]=1)([O-:4])=[O:3].[C:14](=[O:17])(O)[O-:15].[Na+]. Product: [N+:2]([C:5]1[CH:6]=[CH:7][C:8]([C@H:11]([NH:13][C:14](=[O:17])[O:15][C:8]([CH3:11])([CH3:9])[CH3:7])[CH3:12])=[CH:9][CH:10]=1)([O-:4])=[O:3]. The catalyst class is: 2.